This data is from Full USPTO retrosynthesis dataset with 1.9M reactions from patents (1976-2016). The task is: Predict the reactants needed to synthesize the given product. (1) Given the product [F:18][C:2]1([F:1])[CH2:8][O:7][C:6]2=[CH:9][S:10][CH:11]=[C:5]2[O:4][CH2:3]1, predict the reactants needed to synthesize it. The reactants are: [F:1][C:2]1([F:18])[CH2:8][O:7][C:6]2=[C:9](C(O)=O)[S:10][C:11](C(O)=O)=[C:5]2[O:4][CH2:3]1.COC(C)(C)C. (2) Given the product [C:51]([O:50][C:48]([NH:47][CH:46]([C:55](=[O:56])[N:10]([CH:9]1[CH2:8][CH2:7][CH2:6][N:5]([C:20]2[CH:25]=[CH:24][CH:23]=[CH:22][CH:21]=2)[C:4]1=[O:3])[S:11]([C:14]1[CH:19]=[CH:18][CH:17]=[CH:16][CH:15]=1)(=[O:13])=[O:12])[CH2:45][CH2:44][C:43]([O:42][CH2:35][C:36]1[CH:41]=[CH:40][CH:39]=[CH:38][CH:37]=1)=[O:58])=[O:49])([CH3:54])([CH3:53])[CH3:52], predict the reactants needed to synthesize it. The reactants are: [H-].[Na+].[O:3]=[C:4]1[CH:9]([NH:10][S:11]([C:14]2[CH:19]=[CH:18][CH:17]=[CH:16][CH:15]=2)(=[O:13])=[O:12])[CH2:8][CH2:7][CH2:6][N:5]1[C:20]1[CH:25]=[CH:24][CH:23]=[CH:22][CH:21]=1.C(N=C=NC(C)C)(C)C.[CH2:35]([O:42][C:43](=[O:58])[CH2:44][CH2:45][C@@H:46]([C:55](O)=[O:56])[NH:47][C:48]([O:50][C:51]([CH3:54])([CH3:53])[CH3:52])=[O:49])[C:36]1[CH:41]=[CH:40][CH:39]=[CH:38][CH:37]=1.